Dataset: NCI-60 drug combinations with 297,098 pairs across 59 cell lines. Task: Regression. Given two drug SMILES strings and cell line genomic features, predict the synergy score measuring deviation from expected non-interaction effect. (1) Drug 1: C1=NC2=C(N=C(N=C2N1C3C(C(C(O3)CO)O)O)F)N. Drug 2: CCC(=C(C1=CC=CC=C1)C2=CC=C(C=C2)OCCN(C)C)C3=CC=CC=C3.C(C(=O)O)C(CC(=O)O)(C(=O)O)O. Cell line: UACC-257. Synergy scores: CSS=-0.384, Synergy_ZIP=-0.743, Synergy_Bliss=-1.48, Synergy_Loewe=-2.09, Synergy_HSA=-2.37. (2) Drug 1: CN1C(=O)N2C=NC(=C2N=N1)C(=O)N. Drug 2: CCCCCOC(=O)NC1=NC(=O)N(C=C1F)C2C(C(C(O2)C)O)O. Cell line: CCRF-CEM. Synergy scores: CSS=5.43, Synergy_ZIP=-4.01, Synergy_Bliss=-6.55, Synergy_Loewe=-9.40, Synergy_HSA=-6.41.